This data is from Full USPTO retrosynthesis dataset with 1.9M reactions from patents (1976-2016). The task is: Predict the reactants needed to synthesize the given product. (1) Given the product [F:16][C:13]1([F:17])[CH:14]2[CH:12]1[CH2:11][CH:10]([OH:9])[CH2:15]2, predict the reactants needed to synthesize it. The reactants are: C([O:9][CH:10]1[CH2:15][CH:14]2[CH:12]([C:13]2([F:17])[F:16])[CH2:11]1)(=O)C1C=CC=CC=1. (2) Given the product [Br:1][C:2]1[CH:3]=[C:4]2[C:8](=[CH:9][CH:10]=1)[N:7]([C:19](=[O:20])[CH2:18][C:13]1[CH:14]=[CH:15][CH:16]=[CH:17][N:12]=1)[CH2:6][CH2:5]2, predict the reactants needed to synthesize it. The reactants are: [Br:1][C:2]1[CH:3]=[C:4]2[C:8](=[CH:9][CH:10]=1)[NH:7][CH2:6][CH2:5]2.Cl.[N:12]1[CH:17]=[CH:16][CH:15]=[CH:14][C:13]=1[CH2:18][C:19](O)=[O:20].F[P-](F)(F)(F)(F)F.N1(O[P+](N2CCCC2)(N2CCCC2)N2CCCC2)C2C=CC=CC=2N=N1.C(OCC)(=O)C. (3) Given the product [O:21]1[C:25]2[CH:26]=[CH:27][CH:28]=[CH:29][C:24]=2[CH:23]=[C:22]1[S:30]([NH:1][C:2]1[CH:7]=[CH:6][C:5]([Cl:8])=[CH:4][C:3]=1[S:9][CH2:10][C:11]1[CH:20]=[CH:19][CH:18]=[CH:17][C:12]=1[C:13]([O:15][CH3:16])=[O:14])(=[O:32])=[O:31], predict the reactants needed to synthesize it. The reactants are: [NH2:1][C:2]1[CH:7]=[CH:6][C:5]([Cl:8])=[CH:4][C:3]=1[S:9][CH2:10][C:11]1[CH:20]=[CH:19][CH:18]=[CH:17][C:12]=1[C:13]([O:15][CH3:16])=[O:14].[O:21]1[C:25]2[CH:26]=[CH:27][CH:28]=[CH:29][C:24]=2[CH:23]=[C:22]1[S:30](Cl)(=[O:32])=[O:31]. (4) Given the product [CH3:23][CH:24]([N:1]1[CH:5]=[C:4]([C:6]2[CH:11]=[CH:10][N:9]=[C:8]3[N:12]([CH2:15][O:16][CH2:17][CH2:18][Si:19]([CH3:22])([CH3:21])[CH3:20])[CH:13]=[CH:14][C:7]=23)[CH:3]=[N:2]1)[CH2:25][CH2:26][CH3:27], predict the reactants needed to synthesize it. The reactants are: [NH:1]1[CH:5]=[C:4]([C:6]2[CH:11]=[CH:10][N:9]=[C:8]3[N:12]([CH2:15][O:16][CH2:17][CH2:18][Si:19]([CH3:22])([CH3:21])[CH3:20])[CH:13]=[CH:14][C:7]=23)[CH:3]=[N:2]1.[CH3:23][CH:24](N1C=C(C2C=CN=C3N(OCC[Si](C)(C)C)C(C)=CC=23)C=N1)[CH2:25][CH2:26][CH3:27].CN(C=O)C.[H-].[Na+].BrC(CCC)C. (5) Given the product [O:7]([C@H:4]1[CH:5]=[CH:6][C@H:2]([OH:1])[CH2:3]1)[Si:8]([C:11]([CH3:14])([CH3:13])[CH3:12])([CH3:10])[CH3:9], predict the reactants needed to synthesize it. The reactants are: [OH:1][C@H:2]1[CH:6]=[CH:5][C@@H:4]([O:7][Si:8]([C:11]([CH3:14])([CH3:13])[CH3:12])([CH3:10])[CH3:9])[CH2:3]1. (6) Given the product [Cl:1][C:2]1[C:11]2[C:6](=[CH:7][CH:8]=[CH:9][CH:10]=2)[C:5]([N:13]2[CH:17]=[N:16][CH:15]=[N:14]2)=[N:4][N:3]=1, predict the reactants needed to synthesize it. The reactants are: [Cl:1][C:2]1[C:11]2[C:6](=[CH:7][CH:8]=[CH:9][CH:10]=2)[C:5](Cl)=[N:4][N:3]=1.[NH:13]1[CH:17]=[N:16][CH:15]=[N:14]1.[H-].[Na+].